This data is from Reaction yield outcomes from USPTO patents with 853,638 reactions. The task is: Predict the reaction yield, written as a fraction of the theoretical maximum amount of product (1.0 means a 100% yield; for example, 0.34 means a 34% yield). (1) The reactants are [CH3:1][C:2]1[N:7]=[C:6]2[S:8][CH:9]=[CH:10][C:5]2=[C:4]([C:11]2[CH:16]=[CH:15][C:14]([CH3:17])=[CH:13][CH:12]=2)[C:3]=1[CH2:18][C:19]([O:21][CH3:22])=[O:20].[Li+].C[Si]([N-][Si](C)(C)C)(C)C.[CH2:33]1[CH2:37]OC[CH2:34]1.ICCC. The catalyst is CN(C=O)C. The product is [CH3:1][C:2]1[N:7]=[C:6]2[S:8][CH:9]=[CH:10][C:5]2=[C:4]([C:11]2[CH:12]=[CH:13][C:14]([CH3:17])=[CH:15][CH:16]=2)[C:3]=1[CH:18]([CH2:34][CH2:33][CH3:37])[C:19]([O:21][CH3:22])=[O:20]. The yield is 0.590. (2) The reactants are C(O[BH-](OC(=O)C)OC(=O)C)(=O)C.[Na+].O=[C:16]([CH3:35])[CH2:17][CH2:18][C:19]1[CH:34]=[CH:33][C:22]([O:23][C:24]2[CH:32]=[CH:31][C:27]([C:28]([NH2:30])=[O:29])=[CH:26][N:25]=2)=[CH:21][CH:20]=1.[CH2:36]([NH2:43])[C:37]1[CH:42]=[CH:41][CH:40]=[CH:39][CH:38]=1.C(O)(=O)C. The catalyst is CO.ClCCCl. The product is [CH2:36]([NH:43][CH:16]([CH3:35])[CH2:17][CH2:18][C:19]1[CH:34]=[CH:33][C:22]([O:23][C:24]2[CH:32]=[CH:31][C:27]([C:28]([NH2:30])=[O:29])=[CH:26][N:25]=2)=[CH:21][CH:20]=1)[C:37]1[CH:42]=[CH:41][CH:40]=[CH:39][CH:38]=1. The yield is 0.690. (3) The reactants are [F:1][C:2]1[CH:3]=[C:4]([CH:9]=[CH:10][C:11]=1[C:12]1[C:16]2=[N:17][CH:18]=[CH:19][CH:20]=[C:15]2[N:14](C2CCCCO2)[N:13]=1)[C:5]([O:7][CH3:8])=[O:6].[OH-].[Na+]. The catalyst is Cl.CO. The product is [F:1][C:2]1[CH:3]=[C:4]([CH:9]=[CH:10][C:11]=1[C:12]1[C:16]2=[N:17][CH:18]=[CH:19][CH:20]=[C:15]2[NH:14][N:13]=1)[C:5]([O:7][CH3:8])=[O:6]. The yield is 0.680. (4) The reactants are [F:1][C:2]1[CH:3]=[C:4]([CH:7]=[CH:8][C:9]=1[OH:10])[CH:5]=[O:6].[Cl:11][C:12]1[CH:13]=[C:14]([CH:17]=[CH:18][C:19]=1[Cl:20])[CH2:15]O.C1(P(C2C=CC=CC=2)C2C=CC=CC=2)C=CC=CC=1.C1(C)C=CC=CC=1.N(C(OCC)=O)=NC(OCC)=O. The catalyst is O1CCCC1. The product is [Cl:11][C:12]1[CH:13]=[C:14]([CH:17]=[CH:18][C:19]=1[Cl:20])[CH2:15][O:10][C:9]1[CH:8]=[CH:7][C:4]([CH:5]=[O:6])=[CH:3][C:2]=1[F:1]. The yield is 0.800. (5) The reactants are Cl[C:2]([O:4][CH2:5][CH3:6])=[O:3].[CH3:7][C:8]1[C:13]([N:14]2[C:23](=[O:24])[C:22]3[C:17](=[CH:18][CH:19]=[CH:20][CH:21]=3)[N:16]=[CH:15]2)=[CH:12][CH:11]=[CH:10][C:9]=1[C:25]1[CH:33]=[CH:32][C:31]([C:34]([NH2:36])=[O:35])=[C:30]2[C:26]=1[C:27]1[CH2:40][NH:39][CH2:38][CH2:37][C:28]=1[NH:29]2. No catalyst specified. The product is [C:34]([C:31]1[C:30]2[NH:29][C:28]3[CH2:37][CH2:38][N:39]([C:2]([O:4][CH2:5][CH3:6])=[O:3])[CH2:40][C:27]=3[C:26]=2[C:25]([C:9]2[CH:10]=[CH:11][CH:12]=[C:13]([N:14]3[C:23](=[O:24])[C:22]4[C:17](=[CH:18][CH:19]=[CH:20][CH:21]=4)[N:16]=[CH:15]3)[C:8]=2[CH3:7])=[CH:33][CH:32]=1)(=[O:35])[NH2:36]. The yield is 0.590. (6) The reactants are [CH:1]([S:3]([N:6]1[CH2:11][CH2:10][N:9]([C:12]([O:14][CH2:15][C:16]2[CH:21]=[CH:20][CH:19]=[CH:18][CH:17]=2)=[O:13])[CH2:8][CH2:7]1)(=[O:5])=[O:4])=[CH2:2].[CH3:22][NH:23][CH3:24]. The catalyst is C1COCC1.O. The product is [CH3:22][N:23]([CH3:24])[CH2:2][CH2:1][S:3]([N:6]1[CH2:11][CH2:10][N:9]([C:12]([O:14][CH2:15][C:16]2[CH:21]=[CH:20][CH:19]=[CH:18][CH:17]=2)=[O:13])[CH2:8][CH2:7]1)(=[O:5])=[O:4]. The yield is 0.870. (7) The reactants are [CH2:1]([O:3][C:4](=[O:17])[C@@H:5]([O:15][CH3:16])[CH2:6][C:7]1[CH:12]=[CH:11][C:10]([C:13]#[CH:14])=[CH:9][CH:8]=1)[CH3:2].C(O)=[O:19]. The catalyst is C(Cl)Cl. The product is [CH2:1]([O:3][C:4](=[O:17])[CH:5]([O:15][CH3:16])[CH2:6][C:7]1[CH:8]=[CH:9][C:10]([C:13](=[O:19])[CH3:14])=[CH:11][CH:12]=1)[CH3:2]. The yield is 0.950.